Dataset: Forward reaction prediction with 1.9M reactions from USPTO patents (1976-2016). Task: Predict the product of the given reaction. (1) Given the reactants [Cl:1][C:2]1[N:7]=[C:6]2[N:8]([CH2:11][O:12][CH2:13][CH2:14][Si:15]([CH3:18])([CH3:17])[CH3:16])[CH:9]=[CH:10][C:5]2=[C:4]([CH:19]([C:24]2[CH:29]=[CH:28][C:27]([N+:30]([O-:32])=[O:31])=[CH:26][C:25]=2[F:33])C(OC)=O)[CH:3]=1.[OH-].[Li+], predict the reaction product. The product is: [Cl:1][C:2]1[N:7]=[C:6]2[N:8]([CH2:11][O:12][CH2:13][CH2:14][Si:15]([CH3:17])([CH3:18])[CH3:16])[CH:9]=[CH:10][C:5]2=[C:4]([CH2:19][C:24]2[CH:29]=[CH:28][C:27]([N+:30]([O-:32])=[O:31])=[CH:26][C:25]=2[F:33])[CH:3]=1. (2) Given the reactants Cl.[NH2:2][C@H:3]([C:21]([N:23]1[CH2:62][CH2:61][CH2:60][C@H:24]1[C:25]([NH:27][C@H:28]([C:30]([NH:32][C@H:33]([C:50]([O:52][CH2:53][C:54]1[CH:59]=[CH:58][CH:57]=[CH:56][CH:55]=1)=[O:51])[CH2:34][CH2:35][CH2:36][CH2:37][NH:38][C:39]([O:41][CH2:42][C:43]1[CH:49]=[CH:48][CH:47]=[CH:46][C:44]=1[Cl:45])=[O:40])=[O:31])[CH3:29])=[O:26])=[O:22])[CH2:4][CH2:5][CH2:6][NH:7][C:8](=[NH:20])[NH:9][S:10]([C:13]1[CH:19]=[CH:18][C:16]([CH3:17])=[CH:15][CH:14]=1)(=[O:12])=[O:11].[CH3:63][C:64]([O:67][C:68]([NH:70][C@H:71]([C:77](OC1C=CC([N+]([O-])=O)=CC=1)=[O:78])[CH2:72][CH2:73][C:74]([NH2:76])=[O:75])=[O:69])([CH3:66])[CH3:65].C(Cl)(Cl)Cl.CO, predict the reaction product. The product is: [NH:70]([C:68]([O:67][C:64]([CH3:66])([CH3:65])[CH3:63])=[O:69])[C@H:71]([C:77]([NH:2][C@H:3]([C:21]([N:23]1[CH2:62][CH2:61][CH2:60][C@H:24]1[C:25]([NH:27][C@H:28]([C:30]([NH:32][C@H:33]([C:50]([O:52][CH2:53][C:54]1[CH:59]=[CH:58][CH:57]=[CH:56][CH:55]=1)=[O:51])[CH2:34][CH2:35][CH2:36][CH2:37][NH:38][C:39]([O:41][CH2:42][C:43]1[CH:49]=[CH:48][CH:47]=[CH:46][C:44]=1[Cl:45])=[O:40])=[O:31])[CH3:29])=[O:26])=[O:22])[CH2:4][CH2:5][CH2:6][NH:7][C:8](=[NH:20])[NH:9][S:10]([C:13]1[CH:14]=[CH:15][C:16]([CH3:17])=[CH:18][CH:19]=1)(=[O:11])=[O:12])=[O:78])[CH2:72][CH2:73][C:74](=[O:75])[NH2:76].